The task is: Binary Classification. Given a miRNA mature sequence and a target amino acid sequence, predict their likelihood of interaction.. This data is from Experimentally validated miRNA-target interactions with 360,000+ pairs, plus equal number of negative samples. (1) The miRNA is hsa-miR-3977 with sequence GUGCUUCAUCGUAAUUAACCUUA. The protein sequence of the target gene is MKFFVFALILALMLSMTGADSHAKRHHGYKRKFHEKHHSHRGYRSNYLYDN. Result: 0 (no interaction). (2) The miRNA is hsa-miR-6720-5p with sequence UUCCAGCCCUGGUAGGCGCCGCG. The protein sequence of the target gene is MSEFWHKLGCCVVEKPQPKKKRRRIDRTMIGEPMNFVHLTHIGSGEMGAGDGLAMTGAVQEQMRSKGNRDRPWSNSRGL. Result: 1 (interaction). (3) The miRNA is mmu-miR-1896 with sequence CUCUCUGAUGGUGGGUGAGGAG. The protein sequence of the target gene is MSSEMLPASIESPNVEEKLGTSDGEEERQEPRVDAGAEPISKRQLKKLMKQKQWEEQREQRKEKRKEKRKRKKLERRQLESNSDGNDRKRVRRDVARSSLRLVIDCSFDDLMVLKDIKKLHKQIQRCYAENRRASHPVQFYLTSHGGQLKKNMDENDQGWVNWKDIHIKSEHYSELIKKEDLVYLTSDSPNVLKDLDESKAYVIGGLVDHSHHKGLTFKQATSYGIEHAQLPLADFVKMNSRKVLAVNHVFEIILEFLETRDWQEAFFTILPQRKGAVPAHKACESSPQDHQSLPEGWDS.... Result: 1 (interaction). (4) The miRNA is hsa-miR-5582-5p with sequence UAGGCACACUUAAAGUUAUAGC. The protein sequence of the target gene is MATKIDKEACRAAYNLVRDDGSAVIWVTFRYDGATIVPGDQGADYQHFIQQCTDDVRLFAFVRFTTGDAMSKRSKFALITWIGEDVSGLQRAKTGTDKTLVKEVVQNFAKEFVISDRKELEEDFIRSELKKAGGANYDAQSE. Result: 0 (no interaction). (5) The miRNA is hsa-miR-4798-3p with sequence AACUCACGAAGUAUACCGAAGU. The protein sequence of the target gene is MTAVHAGNINFKWDPKSLEIRTLAVERLLEPLVTQVTTLVNTNSKGPSNKKRGRSKKAHVLAASVEQATENFLEKGDKIAKESQFLKEELVAAVEDVRKQGDLMKAAAGEFADDPCSSVKRGNMVRAARALLSAVTRLLILADMADVYKLLVQLKVVEDGILKLRNAGNEQDLGIQYKALKPEVDKLNIMAAKRQQELKDVGHRDQMAAARGILQKNVPILYTASQACLQHPDVAAYKANRDLIYKQLQQAVTGISNAAQATASDDASQHQGGGGGELAYALNNFDKQIIVDPLSFSEER.... Result: 0 (no interaction).